Dataset: Full USPTO retrosynthesis dataset with 1.9M reactions from patents (1976-2016). Task: Predict the reactants needed to synthesize the given product. (1) Given the product [CH:1]1([N:6]2[CH2:12][C:11]([CH3:13])([CH3:14])[C:10](=[O:15])[N:9]([CH3:16])[C:8]3[CH:17]=[N:18][C:19]([NH:21][C:22]4[CH:30]=[CH:29][C:25]([C:26]([NH:74][CH:75]5[CH2:80][CH2:79][N:78]([CH3:81])[CH2:77][CH2:76]5)=[O:27])=[CH:24][CH:23]=4)=[N:20][C:7]2=3)[CH2:5][CH2:4][CH2:3][CH2:2]1, predict the reactants needed to synthesize it. The reactants are: [CH:1]1([N:6]2[CH2:12][C:11]([CH3:14])([CH3:13])[C:10](=[O:15])[N:9]([CH3:16])[C:8]3[CH:17]=[N:18][C:19]([NH:21][C:22]4[CH:30]=[CH:29][C:25]([C:26](O)=[O:27])=[CH:24][CH:23]=4)=[N:20][C:7]2=3)[CH2:5][CH2:4][CH2:3][CH2:2]1.ON1C2C=CC=CC=2N=N1.F[P-](F)(F)(F)(F)F.CN(C(N(C)C)=[N+]1C2C=CC=CC=2[N+]([O-])=N1)C.C(N(C(C)C)C(C)C)C.[NH2:74][CH:75]1[CH2:80][CH2:79][N:78]([CH3:81])[CH2:77][CH2:76]1. (2) The reactants are: [C:1]([C:4]1[C:5](I)=[N:6][N:7]2[CH2:12][CH:11]([CH:13]3[CH2:15][CH2:14]3)[N:10]([C:16]([O:18][C:19]([CH3:22])([CH3:21])[CH3:20])=[O:17])[CH2:9][C:8]=12)(=[O:3])[NH2:2].[O-]P([O-])([O-])=O.[K+].[K+].[K+].[Cl:32][C:33]1[CH:34]=[C:35](B(O)O)[CH:36]=[CH:37][C:38]=1[F:39]. Given the product [C:1]([C:4]1[C:5]([C:35]2[CH:36]=[CH:37][C:38]([F:39])=[C:33]([Cl:32])[CH:34]=2)=[N:6][N:7]2[CH2:12][CH:11]([CH:13]3[CH2:15][CH2:14]3)[N:10]([C:16]([O:18][C:19]([CH3:22])([CH3:21])[CH3:20])=[O:17])[CH2:9][C:8]=12)(=[O:3])[NH2:2], predict the reactants needed to synthesize it.